From a dataset of Peptide-MHC class I binding affinity with 185,985 pairs from IEDB/IMGT. Regression. Given a peptide amino acid sequence and an MHC pseudo amino acid sequence, predict their binding affinity value. This is MHC class I binding data. (1) The peptide sequence is VSAALHNV. The MHC is H-2-Db with pseudo-sequence H-2-Db. The binding affinity (normalized) is 0. (2) The peptide sequence is SLICGAALY. The MHC is HLA-A31:01 with pseudo-sequence HLA-A31:01. The binding affinity (normalized) is 0.0847. (3) The peptide sequence is LMAEDLANV. The MHC is HLA-A02:12 with pseudo-sequence HLA-A02:12. The binding affinity (normalized) is 1.00. (4) The peptide sequence is SQRVEFLEY. The MHC is HLA-A02:11 with pseudo-sequence HLA-A02:11. The binding affinity (normalized) is 0.0847. (5) The binding affinity (normalized) is 0.347. The peptide sequence is EMWAQDAA. The MHC is HLA-B45:01 with pseudo-sequence HLA-B45:01. (6) The peptide sequence is FLYDRLAST. The MHC is HLA-A80:01 with pseudo-sequence HLA-A80:01. The binding affinity (normalized) is 0.0847. (7) The peptide sequence is IVLGNPVFL. The MHC is H-2-Db with pseudo-sequence H-2-Db. The binding affinity (normalized) is 0.437. (8) The peptide sequence is RIAQGVLQR. The MHC is HLA-B40:01 with pseudo-sequence HLA-B40:01. The binding affinity (normalized) is 0.0847.